From a dataset of Reaction yield outcomes from USPTO patents with 853,638 reactions. Predict the reaction yield, written as a fraction of the theoretical maximum amount of product (1.0 means a 100% yield; for example, 0.34 means a 34% yield). (1) The reactants are [Cl:1][C:2]1[CH:10]=[CH:9][C:8]2[NH:7][C:6]3[CH2:11][CH2:12][N:13]([C:16]([O:18][C:19]([CH3:22])([CH3:21])[CH3:20])=[O:17])[CH2:14][CH2:15][C:5]=3[C:4]=2[C:3]=1[Cl:23].[H-].[Na+].Br[CH2:27][CH2:28][CH2:29][C:30]1[CH:35]=[CH:34][CH:33]=[CH:32][CH:31]=1. The catalyst is CN(C=O)C. The product is [Cl:1][C:2]1[CH:10]=[CH:9][C:8]2[N:7]([CH2:27][CH2:28][CH2:29][C:30]3[CH:35]=[CH:34][CH:33]=[CH:32][CH:31]=3)[C:6]3[CH2:11][CH2:12][N:13]([C:16]([O:18][C:19]([CH3:20])([CH3:22])[CH3:21])=[O:17])[CH2:14][CH2:15][C:5]=3[C:4]=2[C:3]=1[Cl:23]. The yield is 0.620. (2) The reactants are [F:1][C:2]1[CH:28]=[C:27]([N+:29]([O-])=O)[CH:26]=[CH:25][C:3]=1[O:4][C:5]1[C:10]2=[C:11]([CH3:24])[C:12]([O:14][CH2:15][CH2:16][N:17]3[CH2:22][CH2:21][N:20]([CH3:23])[CH2:19][CH2:18]3)=[CH:13][N:9]2[N:8]=[CH:7][N:6]=1.FC1C=C(NC(NC(=O)CC2C=CC(F)=CC=2)=S)C=CC=1OC1C2=C(C)C=CN2N=CN=1. No catalyst specified. The product is [F:1][C:2]1[CH:28]=[C:27]([NH2:29])[CH:26]=[CH:25][C:3]=1[O:4][C:5]1[C:10]2=[C:11]([CH3:24])[C:12]([O:14][CH2:15][CH2:16][N:17]3[CH2:18][CH2:19][N:20]([CH3:23])[CH2:21][CH2:22]3)=[CH:13][N:9]2[N:8]=[CH:7][N:6]=1. The yield is 0.870.